Dataset: Catalyst prediction with 721,799 reactions and 888 catalyst types from USPTO. Task: Predict which catalyst facilitates the given reaction. (1) Reactant: [CH2:1]([C:9]1(Br)[CH2:11][C:10]1(Br)Br)[CH2:2][CH2:3][CH2:4][CH2:5][CH2:6][CH2:7][CH3:8].C[Li].[CH3:17][Si:18](Cl)([CH3:20])[CH3:19]. Product: [CH2:1]([C:9]1[CH2:11][C:10]=1[Si:18]([CH3:20])([CH3:19])[CH3:17])[CH2:2][CH2:3][CH2:4][CH2:5][CH2:6][CH2:7][CH3:8]. The catalyst class is: 28. (2) Reactant: [H-].[Na+].[Cl:3][C:4]1[CH:9]=[C:8]([C:10]([F:13])([F:12])[F:11])[CH:7]=[C:6]([Cl:14])[C:5]=1[N:15]1[C:19]([NH:20][CH2:21][CH2:22][CH2:23][S:24][CH2:25][CH3:26])=[C:18]([S:27]([C:30]([F:33])([F:32])[F:31])(=[O:29])=[O:28])[C:17]([C:34]#[N:35])=[N:16]1.Cl[C:37]([O:39][CH2:40][CH3:41])=[O:38].[Cl-].[NH4+]. Product: [Cl:14][C:6]1[CH:7]=[C:8]([C:10]([F:13])([F:12])[F:11])[CH:9]=[C:4]([Cl:3])[C:5]=1[N:15]1[C:19]([N:20]([C:37]([O:39][CH2:40][CH3:41])=[O:38])[CH2:21][CH2:22][CH2:23][S:24][CH2:25][CH3:26])=[C:18]([S:27]([C:30]([F:33])([F:32])[F:31])(=[O:28])=[O:29])[C:17]([C:34]#[N:35])=[N:16]1. The catalyst class is: 54.